This data is from Forward reaction prediction with 1.9M reactions from USPTO patents (1976-2016). The task is: Predict the product of the given reaction. (1) Given the reactants [O:1]=[C:2]1CCC[C:8]2NC(=S)C(C#N)=C[C:3]1=2.[NH2:15][C:16]1[CH2:21][C:20]([CH3:23])([CH3:22])[CH2:19][C:18](=[O:24])[CH:17]=1.C(OCC)(=O)C#C, predict the reaction product. The product is: [CH3:22][C:20]1([CH3:23])[CH2:21][C:16]2[NH:15][C:2](=[O:1])[CH:3]=[CH:8][C:17]=2[C:18](=[O:24])[CH2:19]1. (2) Given the reactants [NH2:1][C:2]1[CH:11]=[CH:10][C:9]2[CH2:8][CH2:7][CH2:6][CH2:5][C:4]=2[C:3]=1[C:12]([OH:14])=[O:13].C[Si](Cl)(C)C.N1C=CC=CC=1.[F:26][C:27]1[CH:32]=[CH:31][C:30]([S:33](Cl)(=[O:35])=[O:34])=[CH:29][CH:28]=1, predict the reaction product. The product is: [F:26][C:27]1[CH:32]=[CH:31][C:30]([S:33]([NH:1][C:2]2[CH:11]=[CH:10][C:9]3[CH2:8][CH2:7][CH2:6][CH2:5][C:4]=3[C:3]=2[C:12]([OH:14])=[O:13])(=[O:35])=[O:34])=[CH:29][CH:28]=1. (3) Given the reactants [CH3:1][O:2][C:3](=[O:44])[CH2:4][CH2:5][CH2:6][CH2:7][N:8]([CH2:33][C:34]1[CH:43]=[CH:42][C:37]([C:38]([O:40][CH3:41])=[O:39])=[CH:36][CH:35]=1)[CH2:9][CH2:10][C:11]1[CH:16]=[CH:15][CH:14]=[CH:13][C:12]=1[O:17][CH2:18][C:19]1[CH:24]=[CH:23][C:22](/[CH:25]=[CH:26]/[C:27]2[CH:32]=[CH:31][CH:30]=[CH:29][CH:28]=2)=[CH:21][CH:20]=1.[H][H], predict the reaction product. The product is: [CH3:1][O:2][C:3](=[O:44])[CH2:4][CH2:5][CH2:6][CH2:7][N:8]([CH2:33][C:34]1[CH:43]=[CH:42][C:37]([C:38]([O:40][CH3:41])=[O:39])=[CH:36][CH:35]=1)[CH2:9][CH2:10][C:11]1[CH:16]=[CH:15][CH:14]=[CH:13][C:12]=1[O:17][CH2:18][C:19]1[CH:24]=[CH:23][C:22]([CH2:25][CH2:26][C:27]2[CH:28]=[CH:29][CH:30]=[CH:31][CH:32]=2)=[CH:21][CH:20]=1. (4) Given the reactants [CH3:1][O:2][C:3]1[CH:4]=[C:5]2[C:10](=[CH:11][C:12]=1[OH:13])[N:9]=[CH:8][CH:7]=[C:6]2[O:14][C:15]1[C:16]([C:23]2[CH:28]=[CH:27][CH:26]=[C:25]([CH3:29])[N:24]=2)=[N:17][C:18]([CH3:22])=[C:19]([CH3:21])[CH:20]=1.C(=O)([O-])[O-].[K+].[K+].Br[CH2:37][CH2:38][CH2:39][OH:40], predict the reaction product. The product is: [CH3:1][O:2][C:3]1[CH:4]=[C:5]2[C:10](=[CH:11][C:12]=1[O:13][CH2:37][CH2:38][CH2:39][OH:40])[N:9]=[CH:8][CH:7]=[C:6]2[O:14][C:15]1[C:16]([C:23]2[CH:28]=[CH:27][CH:26]=[C:25]([CH3:29])[N:24]=2)=[N:17][C:18]([CH3:22])=[C:19]([CH3:21])[CH:20]=1.